From a dataset of Forward reaction prediction with 1.9M reactions from USPTO patents (1976-2016). Predict the product of the given reaction. Given the reactants [Br:1][CH:2]1[C:6](=[O:7])[N:5]([C:8]([CH3:17])([CH3:16])[CH2:9][C:10]2[CH:15]=[CH:14][CH:13]=[CH:12][CH:11]=2)[N:4]=[C:3]1[CH:18]([CH3:20])[CH3:19].C(N(CC)CC)C.[C:28](Cl)(=[O:35])[C:29]1[CH:34]=[CH:33][CH:32]=[CH:31][CH:30]=1, predict the reaction product. The product is: [C:28]([O:7][C:6]1[N:5]([C:8]([CH3:16])([CH3:17])[CH2:9][C:10]2[CH:15]=[CH:14][CH:13]=[CH:12][CH:11]=2)[N:4]=[C:3]([CH:18]([CH3:20])[CH3:19])[C:2]=1[Br:1])(=[O:35])[C:29]1[CH:34]=[CH:33][CH:32]=[CH:31][CH:30]=1.